Dataset: Reaction yield outcomes from USPTO patents with 853,638 reactions. Task: Predict the reaction yield, written as a fraction of the theoretical maximum amount of product (1.0 means a 100% yield; for example, 0.34 means a 34% yield). (1) The reactants are [CH3:1][C:2]1[O:6][C:5]([CH2:7][C:8]2[CH:13]=[CH:12][C:11]([CH2:14][C:15](Cl)=[N:16][OH:17])=[CH:10][CH:9]=2)=[CH:4][CH:3]=1.O1CCCC1.[C:24]([C:26]1[C:27]([NH2:33])=[N:28][C:29]([NH2:32])=[CH:30][CH:31]=1)#[CH:25].C(N(CC)CC)C. The catalyst is O. The product is [CH3:1][C:2]1[O:6][C:5]([CH2:7][C:8]2[CH:13]=[CH:12][C:11]([CH2:14][C:15]3[CH:25]=[C:24]([C:26]4[C:27]([NH2:33])=[N:28][C:29]([NH2:32])=[CH:30][CH:31]=4)[O:17][N:16]=3)=[CH:10][CH:9]=2)=[CH:4][CH:3]=1. The yield is 0.760. (2) The reactants are [CH:1]1([CH:4]([OH:16])[CH2:5][NH:6][C:7]([C:9]2[N:10]=[N:11][C:12](Cl)=[CH:13][CH:14]=2)=[O:8])[CH2:3][CH2:2]1.N12CCCN=C1CCCCC2.[N:28]1([C:34]([C:36]2[CH:41]=[CH:40][CH:39]=[CH:38][C:37]=2[C:42]([F:45])([F:44])[F:43])=[O:35])[CH2:33][CH2:32][NH:31][CH2:30][CH2:29]1.O. The catalyst is CN(C=O)C.[N+](CCCC)(CCCC)(CCCC)CCCC.[I-]. The product is [CH:1]1([CH:4]([OH:16])[CH2:5][NH:6][C:7]([C:9]2[N:10]=[N:11][C:12]([N:31]3[CH2:32][CH2:33][N:28]([C:34](=[O:35])[C:36]4[CH:41]=[CH:40][CH:39]=[CH:38][C:37]=4[C:42]([F:45])([F:43])[F:44])[CH2:29][CH2:30]3)=[CH:13][CH:14]=2)=[O:8])[CH2:3][CH2:2]1. The yield is 0.320. (3) The reactants are [F:1][C:2]1[CH:3]=[C:4]2[C:8](=[CH:9][CH:10]=1)[NH:7][C:6](=[O:11])[CH2:5]2.C[Si]([N-][Si](C)(C)C)(C)C.[Li+].[CH2:22]([N:24]([CH2:40][CH3:41])[CH2:25][CH2:26][NH:27][C:28]([C:30]1[N:35]=[C:34]2[CH2:36][O:37][C:38](=O)[C:33]2=[CH:32][CH:31]=1)=[O:29])[CH3:23].Cl. The catalyst is C1COCC1.O1CCOCC1. The product is [CH2:40]([N:24]([CH2:22][CH3:23])[CH2:25][CH2:26][NH:27][C:28]([C:30]1[N:35]=[C:34]2[CH2:36][O:37][C:38](=[C:5]3[C:4]4[C:8](=[CH:9][CH:10]=[C:2]([F:1])[CH:3]=4)[NH:7][C:6]3=[O:11])[C:33]2=[CH:32][CH:31]=1)=[O:29])[CH3:41]. The yield is 0.490. (4) The reactants are [F:1][C:2]1[CH:3]=[CH:4][C:5]([C:8]2[N:12]=[C:11]([C:13]3[CH:18]=[C:17]([N+:19]([O-])=O)[CH:16]=[C:15]([C:22]#[N:23])[CH:14]=3)[O:10][N:9]=2)=[N:6][CH:7]=1.C(=O)([O-])[O-].[K+].[K+].[CH2:30](I)[CH3:31]. The catalyst is CN(C)C=O.C(OCC)(=O)C. The product is [F:1][C:2]1[CH:3]=[CH:4][C:5]([C:8]2[N:12]=[C:11]([C:13]3[CH:18]=[C:17]([NH:19][CH2:30][CH3:31])[CH:16]=[C:15]([C:22]#[N:23])[CH:14]=3)[O:10][N:9]=2)=[N:6][CH:7]=1. The yield is 0.380.